This data is from Forward reaction prediction with 1.9M reactions from USPTO patents (1976-2016). The task is: Predict the product of the given reaction. (1) Given the reactants [F:1][C:2]1([F:20])[CH2:7][N:6]([C:8](=[O:16])[C:9]2[CH:14]=[CH:13][C:12]([F:15])=[CH:11][CH:10]=2)[CH2:5][CH:4]([C:17]([OH:19])=O)[CH2:3]1.[CH:21]1[CH:26]=[N:25][C:24]2[N:27](O)N=[N:29][C:23]=2[CH:22]=1.CCN=C=NCCCN(C)C.Cl.ONC(C1NC=CC=1)=N, predict the reaction product. The product is: [F:20][C:2]1([F:1])[CH2:3][CH:4]([C:17]2[O:19][N:27]=[C:24]([C:23]3[NH:29][CH:26]=[CH:21][CH:22]=3)[N:25]=2)[CH2:5][N:6]([C:8]([C:9]2[CH:10]=[CH:11][C:12]([F:15])=[CH:13][CH:14]=2)=[O:16])[CH2:7]1. (2) Given the reactants [CH3:1][O:2][C:3]([C:5]1[S:6][C:7]([C:11]([OH:13])=O)=[CH:8][C:9]=1[CH3:10])=[O:4].C([N:16]([CH2:19][CH3:20])[CH2:17][CH3:18])C.C1[CH:22]=[CH:23][C:24]2N(O)N=[N:27][C:25]=2C=1.[CH3:31]N(C(ON1N=NC2C=CC=CC1=2)=[N+](C)C)C.F[P-](F)(F)(F)(F)F, predict the reaction product. The product is: [CH3:1][O:2][C:3]([C:5]1[S:6][C:7]([C:11](=[O:13])[NH:27][CH2:25][C:24]2[CH:23]=[CH:22][CH:18]=[C:17]3[C:31]=2[CH:20]=[CH:19][NH:16]3)=[CH:8][C:9]=1[CH3:10])=[O:4]. (3) The product is: [OH:34][C:21]1[C:20](=[O:19])[N:9]([C:10]2[N:11]=[N:12][C:13]([CH3:16])=[CH:14][CH:15]=2)[CH:7]([C:5]2[S:6][C:2]([CH3:1])=[CH:3][N:4]=2)[C:22]=1[C:23](=[O:24])[C:25]1[CH:30]=[CH:29][C:28]([CH:31]([CH3:33])[CH3:32])=[CH:27][CH:26]=1. Given the reactants [CH3:1][C:2]1[S:6][C:5]([CH:7]=O)=[N:4][CH:3]=1.[NH2:9][C:10]1[N:11]=[N:12][C:13]([CH3:16])=[CH:14][CH:15]=1.C([O:19][C:20](=O)[C:21]([OH:34])=[CH:22][C:23]([C:25]1[CH:30]=[CH:29][C:28]([CH:31]([CH3:33])[CH3:32])=[CH:27][CH:26]=1)=[O:24])C, predict the reaction product. (4) Given the reactants I[C:2]1[C:10]2[C:5](=[CH:6][N:7]=[CH:8][CH:9]=2)[NH:4][N:3]=1.C(S)[CH2:12][S:13]([O-])(=O)=O.[Na+], predict the reaction product. The product is: [CH3:12][S:13][C:2]1[C:10]2[C:5](=[CH:6][N:7]=[CH:8][CH:9]=2)[NH:4][N:3]=1. (5) Given the reactants [NH2:1][CH:2]1[CH:7]([CH3:8])[CH2:6][N:5](CC2C=CC=CC=2)[CH2:4][C:3]1([CH3:18])[CH2:16][CH3:17], predict the reaction product. The product is: [NH2:1][CH:2]1[CH:7]([CH3:8])[CH2:6][NH:5][CH2:4][C:3]1([CH3:18])[CH2:16][CH3:17]. (6) Given the reactants [O:1]=[CH:2][C@@H:3]([C@H:5]([C@@H:7]([C@@H:9]([CH2:11][OH:12])[OH:10])[OH:8])[OH:6])[OH:4].[OH2:13], predict the reaction product. The product is: [O:1]=[C:2]([OH:13])[C@@H:3]([C@H:5]([C@@H:7]([C@@H:9]([CH2:11][OH:12])[OH:10])[OH:8])[OH:6])[OH:4].